This data is from HIV replication inhibition screening data with 41,000+ compounds from the AIDS Antiviral Screen. The task is: Binary Classification. Given a drug SMILES string, predict its activity (active/inactive) in a high-throughput screening assay against a specified biological target. (1) The drug is CC(O)=C1CC2CN3CCc4c([nH]c5ccccc45)C3CC2CC1=O. The result is 0 (inactive). (2) The compound is CC(O)=C[PH](c1ccccc1)(c1ccccc1)c1ccccc1. The result is 0 (inactive).